From a dataset of Peptide-MHC class I binding affinity with 185,985 pairs from IEDB/IMGT. Regression. Given a peptide amino acid sequence and an MHC pseudo amino acid sequence, predict their binding affinity value. This is MHC class I binding data. (1) The peptide sequence is GMSWITQGL. The MHC is HLA-B18:01 with pseudo-sequence HLA-B18:01. The binding affinity (normalized) is 0.0847. (2) The peptide sequence is FVHFVEALA. The MHC is HLA-A68:02 with pseudo-sequence HLA-A68:02. The binding affinity (normalized) is 0.815. (3) The peptide sequence is KTNFQNHKG. The MHC is HLA-A31:01 with pseudo-sequence HLA-A31:01. The binding affinity (normalized) is 0.0847. (4) The peptide sequence is GALSRRYPH. The binding affinity (normalized) is 0.0847. The MHC is HLA-B27:03 with pseudo-sequence HLA-B27:03. (5) The peptide sequence is YMIMVKCWMI. The MHC is HLA-A02:06 with pseudo-sequence HLA-A02:06. The binding affinity (normalized) is 0.561. (6) The peptide sequence is YELWPTKW. The MHC is H-2-Kk with pseudo-sequence H-2-Kk. The binding affinity (normalized) is 0.488. (7) The peptide sequence is PEDNEPSGY. The MHC is HLA-A01:01 with pseudo-sequence HLA-A01:01. The binding affinity (normalized) is 0. (8) The peptide sequence is HHSDDALFI. The MHC is HLA-A03:01 with pseudo-sequence HLA-A03:01. The binding affinity (normalized) is 0.0847. (9) The peptide sequence is ASANLAATK. The MHC is HLA-A03:01 with pseudo-sequence HLA-A03:01. The binding affinity (normalized) is 0.598.